Dataset: Full USPTO retrosynthesis dataset with 1.9M reactions from patents (1976-2016). Task: Predict the reactants needed to synthesize the given product. (1) Given the product [Cl:1][C:2]1[CH:3]=[C:4]([S:10]([N:13]=[C:14]([NH:22][CH2:23][CH3:24])[N:15]2[CH2:19][CH:18]([CH2:20][CH3:21])[CH:17]=[N:16]2)(=[O:12])=[O:11])[CH:5]=[CH:6][C:7]=1[OH:8], predict the reactants needed to synthesize it. The reactants are: [Cl:1][C:2]1[CH:3]=[C:4]([S:10]([N:13]=[C:14]([NH:22][CH2:23][CH3:24])[N:15]2[CH2:19][CH:18]([CH2:20][CH3:21])[CH:17]=[N:16]2)(=[O:12])=[O:11])[CH:5]=[CH:6][C:7]=1[O:8]C.B(Br)(Br)Br. (2) Given the product [NH:20]1[CH:21]=[C:7]([C:2]2[CH:3]=[CH:4][CH:5]=[CH:6][N:1]=2)[N:23]=[CH:19]1, predict the reactants needed to synthesize it. The reactants are: [N:1]1[CH:6]=[CH:5][CH:4]=[CH:3][C:2]=1[CH:7]=O.S([CH2:19][N+:20]#[C-:21])(C1C=CC(C)=CC=1)(=O)=O.[C-]#[N:23].[K+]. (3) Given the product [C:8]1([C:7]2[CH:6]=[C:5]([NH2:14])[CH:4]=[N:3][CH:2]=2)[CH:9]=[CH:10][CH:11]=[CH:12][CH:13]=1, predict the reactants needed to synthesize it. The reactants are: Cl[C:2]1[C:7]([C:8]2[CH:13]=[CH:12][CH:11]=[CH:10][CH:9]=2)=[CH:6][C:5]([N+:14]([O-])=O)=[CH:4][N:3]=1.CC([O-])=O.[K+]. (4) Given the product [C:16]1([C:15]#[C:14][C:11]2[CH:12]=[CH:13][C:8]3[N:7]=[C:27]([C:32]4[CH:33]=[CH:34][N:35]=[CH:36][CH:37]=4)[CH2:28][C:29](=[O:31])[NH:22][C:9]=3[CH:10]=2)[CH:21]=[CH:20][CH:19]=[CH:18][CH:17]=1, predict the reactants needed to synthesize it. The reactants are: C(OC(=O)[NH:7][C:8]1[CH:13]=[CH:12][C:11]([C:14]#[C:15][C:16]2[CH:21]=[CH:20][CH:19]=[CH:18][CH:17]=2)=[CH:10][C:9]=1[NH2:22])(C)(C)C.CC1(C)O[C:29](=[O:31])[CH:28]=[C:27]([C:32]2[CH:37]=[CH:36][N:35]=[CH:34][CH:33]=2)O1.C(O)(C(F)(F)F)=O. (5) Given the product [Cl:1][C:2]1[CH:11]=[C:10]2[C:5]([CH:6]=[CH:7][CH:8]=[N:9]2)=[C:4]([I:14])[C:3]=1[O:12][CH3:13], predict the reactants needed to synthesize it. The reactants are: [Cl:1][C:2]1[CH:11]=[C:10]2[C:5]([CH:6]=[CH:7][CH:8]=[N:9]2)=[CH:4][C:3]=1[O:12][CH3:13].[I:14]N1C(=O)CCC1=O.[OH-].[Na+].